Dataset: Aqueous solubility values for 9,982 compounds from the AqSolDB database. Task: Regression/Classification. Given a drug SMILES string, predict its absorption, distribution, metabolism, or excretion properties. Task type varies by dataset: regression for continuous measurements (e.g., permeability, clearance, half-life) or binary classification for categorical outcomes (e.g., BBB penetration, CYP inhibition). For this dataset (solubility_aqsoldb), we predict Y. (1) The drug is O=[N+]([O-])c1c(Cl)c(Cl)cc(Cl)c1Cl. The Y is -5.10 log mol/L. (2) The molecule is CC(O)C1C(=O)N2C(C(=O)O)=C(SCC(=N)N(C)C)C(C)C12. The Y is -0.280 log mol/L. (3) The compound is COc1ccc2[nH]cc(CCNC(C)=O)c2c1. The Y is -5.09 log mol/L. (4) The compound is CCN(CC)C(=O)Nc1ccc(OCC(O)CNC(C)(C)C)c(C(C)=O)c1. The Y is -1.90 log mol/L. (5) The drug is O=C(O)C(O)C(O)c1ccccc1. The Y is -0.306 log mol/L. (6) The molecule is CC(=O)OC[C@H]1CCC=C(CCC=C(C)C)C1. The Y is -4.98 log mol/L.